From a dataset of Forward reaction prediction with 1.9M reactions from USPTO patents (1976-2016). Predict the product of the given reaction. (1) The product is: [F:35][C:32]1[CH:33]=[CH:34][C:29]([C:26]2[CH:27]=[CH:28][C:23]([CH2:22][CH:9]3[C:10]4[C:15](=[CH:14][C:13]([O:18][CH3:19])=[C:12]([O:20][CH3:21])[CH:11]=4)[CH2:16][CH2:17][NH:8]3)=[CH:24][CH:25]=2)=[C:30]([O:36][CH3:37])[CH:31]=1. Given the reactants C(OC([N:8]1[CH2:17][CH2:16][C:15]2[C:10](=[CH:11][C:12]([O:20][CH3:21])=[C:13]([O:18][CH3:19])[CH:14]=2)[CH:9]1[CH2:22][C:23]1[CH:28]=[CH:27][C:26]([C:29]2[CH:34]=[CH:33][C:32]([F:35])=[CH:31][C:30]=2[O:36][CH3:37])=[CH:25][CH:24]=1)=O)(C)(C)C.FC(F)(F)C(O)=O, predict the reaction product. (2) Given the reactants [CH3:1][NH:2][CH:3]([CH3:7])[CH2:4][CH2:5][OH:6].C(N(CC)CC)C.[C:23](O[C:23]([O:25][C:26]([CH3:29])([CH3:28])[CH3:27])=[O:24])([O:25][C:26]([CH3:29])([CH3:28])[CH3:27])=[O:24], predict the reaction product. The product is: [C:26]([O:25][C:23](=[O:24])[N:2]([CH:3]([CH3:7])[CH2:4][CH2:5][OH:6])[CH3:1])([CH3:27])([CH3:28])[CH3:29]. (3) The product is: [F:13][C:8]([F:14])([C:5]1[N:6]=[CH:7][N:3]([CH2:2][C:19]([CH2:18][CH2:17][C:16]([F:15])([F:24])[F:25])([C:20]#[N:21])[C:22]#[N:23])[N:4]=1)[C:9]([F:12])([F:11])[F:10]. Given the reactants Cl[CH2:2][N:3]1[CH:7]=[N:6][C:5]([C:8]([F:14])([F:13])[C:9]([F:12])([F:11])[F:10])=[N:4]1.[F:15][C:16]([F:25])([F:24])[CH2:17][CH2:18][CH:19]([C:22]#[N:23])[C:20]#[N:21].C(=O)([O-])[O-].[K+].[K+].O, predict the reaction product. (4) Given the reactants Cl.Cl.[NH:3]1[CH2:8][CH2:7][CH:6]([C:9]2[N:13]=[C:12]([C:14]3[CH:19]=[CH:18][CH:17]=[CH:16][N:15]=3)[NH:11][N:10]=2)[CH2:5][CH2:4]1.[CH3:20][N:21]1[CH:30]=[CH:29][C:28]2[N:27]=[C:26]([C:31]3[CH:38]=[CH:37][C:34](C=O)=[CH:33][CH:32]=3)[C:25]([C:39]3[CH:44]=[CH:43][CH:42]=[CH:41][CH:40]=3)=[CH:24][C:23]=2[C:22]1=[O:45].C(N(CC)CC)C.[C:53](O)(=[O:55])C.[C:57](O[BH-](OC(=O)C)OC(=O)C)(=O)C.[Na+], predict the reaction product. The product is: [OH:55][CH2:53][CH2:20][N:21]1[CH:30]=[CH:29][C:28]2[N:27]=[C:26]([C:31]3[CH:38]=[CH:37][C:34]([CH2:57][N:3]4[CH2:8][CH2:7][CH:6]([C:9]5[N:13]=[C:12]([C:14]6[CH:19]=[CH:18][CH:17]=[CH:16][N:15]=6)[NH:11][N:10]=5)[CH2:5][CH2:4]4)=[CH:33][CH:32]=3)[C:25]([C:39]3[CH:40]=[CH:41][CH:42]=[CH:43][CH:44]=3)=[CH:24][C:23]=2[C:22]1=[O:45]. (5) Given the reactants O[C:2]1([C:12]2[N:17]=[CH:16][C:15]([OH:18])=[CH:14][CH:13]=2)[CH2:11][CH2:10][C:5]2([O:9][CH2:8][CH2:7][O:6]2)[CH2:4][CH2:3]1.[OH-].[CH3:20]OC(NS([N+](CC)(CC)CC)(=O)=O)=O.C([O-])(O)=O.[Na+].[CH:40]1[CH:45]=[CH:44][CH:43]=[CH:42][CH:41]=1, predict the reaction product. The product is: [CH2:20]([O:18][C:15]1[CH:14]=[CH:13][C:12]([C:2]2[CH2:11][CH2:10][C:5]3([O:9][CH2:8][CH2:7][O:6]3)[CH2:4][CH:3]=2)=[N:17][CH:16]=1)[C:40]1[CH:45]=[CH:44][CH:43]=[CH:42][CH:41]=1.